From a dataset of Forward reaction prediction with 1.9M reactions from USPTO patents (1976-2016). Predict the product of the given reaction. (1) Given the reactants [C:1]([O:6][CH3:7])(=[O:5])[C:2]([CH3:4])=[CH2:3].[CH3:8][CH:9]([NH:11][C:12]([CH:14]=[CH2:15])=[O:13])[CH3:10].N(C(C)(CC)C#N)=NC(C)(CC)C#N, predict the reaction product. The product is: [CH3:8][CH:9]([NH:11][C:12]([CH:14]=[CH2:15])=[O:13])[CH3:10].[C:1]([O:6][CH3:7])(=[O:5])[C:2]([CH3:4])=[CH2:3]. (2) Given the reactants [Cl:1][C:2]1[CH:3]=[C:4](B(O)O)[CH:5]=[CH:6][CH:7]=1.Br[C:12]1[CH:17]=[CH:16][N:15]=[CH:14][CH:13]=1.C(=O)([O-])[O-].[K+].[K+], predict the reaction product. The product is: [Cl:1][C:2]1[CH:3]=[C:4]([C:13]2[CH:14]=[N:15][CH:16]=[CH:17][CH:12]=2)[CH:5]=[CH:6][CH:7]=1. (3) Given the reactants [Cl:1][C:2]1[CH:3]=[C:4]([NH:9][C:10]2[C:19]3[C:14](=[CH:15][C:16]([O:21][CH2:22][CH3:23])=[C:17]([NH2:20])[CH:18]=3)[N:13]=[CH:12][N:11]=2)[CH:5]=[CH:6][C:7]=1[F:8].[Br:24][CH2:25]/[CH:26]=[CH:27]/[C:28](Cl)=[O:29].O, predict the reaction product. The product is: [Br:24][CH2:25]/[CH:26]=[CH:27]/[C:28]([NH:20][C:17]1[CH:18]=[C:19]2[C:14](=[CH:15][C:16]=1[O:21][CH2:22][CH3:23])[N:13]=[CH:12][N:11]=[C:10]2[NH:9][C:4]1[CH:5]=[CH:6][C:7]([F:8])=[C:2]([Cl:1])[CH:3]=1)=[O:29].